This data is from Forward reaction prediction with 1.9M reactions from USPTO patents (1976-2016). The task is: Predict the product of the given reaction. Given the reactants C([Li])CCC.CCCCCC.[C:12]1([C:31]2[CH:36]=[CH:35][CH:34]=[CH:33][CH:32]=2)[CH:17]=[CH:16][CH:15]=[CH:14][C:13]=1[NH:18][C:19]1[C:20]([C:25]2[CH:30]=[CH:29][CH:28]=[CH:27][CH:26]=2)=[CH:21][CH:22]=[CH:23][CH:24]=1.CCCCCCC.[B:44](Cl)(Cl)Cl.[Cl-].[Cl-].[Cl-].[Al+3], predict the reaction product. The product is: [CH:17]1[C:12]2[C:31]3[C:20](=[C:21]4[N:18]([C:13]=2[CH:14]=[CH:15][CH:16]=1)[CH:19]=[CH:24][CH:23]=[CH:22]4)[C:25]1[CH:30]=[CH:29][CH:28]=[CH:27][C:26]=1[B:44]1[C:32]=3[CH:33]=[CH:34][CH:35]=[CH:36]1.